From a dataset of Full USPTO retrosynthesis dataset with 1.9M reactions from patents (1976-2016). Predict the reactants needed to synthesize the given product. (1) Given the product [C:28]([C:25]1([C:21]2[CH:20]=[C:19]([CH:24]=[CH:23][CH:22]=2)[C:18]([NH:17][C:13]2[CH:12]=[C:11]([CH:16]=[CH:15][CH:14]=2)[O:10][C:7]2[CH:8]=[CH:9][C:4]3[N:5]([CH:31]=[C:2]([NH:1][C:37](=[O:38])[C:36]4[CH:40]=[CH:41][C:33]([CH3:32])=[N:34][CH:35]=4)[N:3]=3)[N:6]=2)=[O:30])[CH2:27][CH2:26]1)#[N:29], predict the reactants needed to synthesize it. The reactants are: [NH2:1][C:2]1[N:3]=[C:4]2[CH:9]=[CH:8][C:7]([O:10][C:11]3[CH:12]=[C:13]([NH:17][C:18](=[O:30])[C:19]4[CH:24]=[CH:23][CH:22]=[C:21]([C:25]5([C:28]#[N:29])[CH2:27][CH2:26]5)[CH:20]=4)[CH:14]=[CH:15][CH:16]=3)=[N:6][N:5]2[CH:31]=1.[CH3:32][C:33]1[CH:41]=[CH:40][C:36]([C:37](Cl)=[O:38])=[CH:35][N:34]=1.Cl.CN(C)CCCN=C=NCC.ON1C2C=CC=CC=2N=N1. (2) Given the product [N:26]([C:2]1([CH3:1])[C:3](=[O:18])[CH2:4][CH:5]([C:9]2[N:13]([CH3:14])[N:12]=[CH:11][C:10]=2[N+:15]([O-:17])=[O:16])[O:6][CH:7]1[CH3:8])=[N+:27]=[N-:28], predict the reactants needed to synthesize it. The reactants are: [CH3:1][C:2]1[CH:7]([CH3:8])[O:6][CH:5]([C:9]2[N:13]([CH3:14])[N:12]=[CH:11][C:10]=2[N+:15]([O-:17])=[O:16])[CH2:4][C:3]=1[O:18][Si](CC)(CC)CC.[N-:26]=[N+:27]=[N-:28].[Na+].[N+]([O-])([O-])=O.[NH4+].[Ce]. (3) Given the product [CH:35]1[C:34]2[CH:33]([CH2:32][O:31][C:29](=[O:30])[NH:28][C@H:24]([C:25](=[O:26])[NH:11][C:8]3[CH:7]=[CH:6][C:5]([C:1]([CH3:4])([CH3:2])[CH3:3])=[CH:10][CH:9]=3)[CH2:23][CH2:22][CH2:21][CH2:20][NH2:19])[C:45]3[C:40](=[CH:41][CH:42]=[CH:43][CH:44]=3)[C:39]=2[CH:38]=[CH:37][CH:36]=1, predict the reactants needed to synthesize it. The reactants are: [C:1]([C:5]1[CH:10]=[CH:9][C:8]([NH2:11])=[CH:7][CH:6]=1)([CH3:4])([CH3:3])[CH3:2].C(OC([NH:19][CH2:20][CH2:21][CH2:22][CH2:23][C@H:24]([NH:28][C:29]([O:31][CH2:32][CH:33]1[C:45]2[CH:44]=[CH:43][CH:42]=[CH:41][C:40]=2[C:39]2[C:34]1=[CH:35][CH:36]=[CH:37][CH:38]=2)=[O:30])[C:25](O)=[O:26])=O)(C)(C)C. (4) Given the product [F:3][C:4]1[C:9]([S:10]([NH2:2])(=[O:12])=[O:11])=[C:8]([F:14])[C:7]([F:15])=[C:6]([F:16])[C:5]=1[F:17], predict the reactants needed to synthesize it. The reactants are: [Cl-].[NH4+:2].[F:3][C:4]1[C:9]([S:10](Cl)(=[O:12])=[O:11])=[C:8]([F:14])[C:7]([F:15])=[C:6]([F:16])[C:5]=1[F:17].[OH-].[Na+].